This data is from Forward reaction prediction with 1.9M reactions from USPTO patents (1976-2016). The task is: Predict the product of the given reaction. (1) The product is: [Cl:9][C:10]1[CH:15]=[C:14]([Cl:16])[CH:13]=[CH:12][C:11]=1[N:17]1[C:21]([C:22]2[CH:23]=[CH:24][C:25]([O:28][CH2:2][CH2:3][CH:4]3[O:8][CH2:7][CH2:6][O:5]3)=[CH:26][CH:27]=2)=[C:20]([CH3:29])[C:19]([C:30]([NH:32][N:33]2[CH2:34][CH2:35][CH2:36][CH2:37][CH2:38]2)=[O:31])=[N:18]1. Given the reactants Br[CH2:2][CH2:3][CH:4]1[O:8][CH2:7][CH2:6][O:5]1.[Cl:9][C:10]1[CH:15]=[C:14]([Cl:16])[CH:13]=[CH:12][C:11]=1[N:17]1[C:21]([C:22]2[CH:27]=[CH:26][C:25]([OH:28])=[CH:24][CH:23]=2)=[C:20]([CH3:29])[C:19]([C:30]([NH:32][N:33]2[CH2:38][CH2:37][CH2:36][CH2:35][CH2:34]2)=[O:31])=[N:18]1.C(=O)([O-])[O-].[K+].[K+], predict the reaction product. (2) Given the reactants C1(C)C=CC=CC=1.[NH2:8][C:9]1[CH:23]=[CH:22][C:12]2[O:13][C:14]3[CH:20]=[C:19]([NH2:21])[CH:18]=[CH:17][C:15]=3[O:16][C:11]=2[CH:10]=1.N1C=CC=CC=1.[C:30](OC(=O)C)(=[O:32])[CH3:31].C1C[O:40][CH2:39][CH2:38]1, predict the reaction product. The product is: [C:30]([NH:21][C:19]1[CH:18]=[CH:17][C:15]2[O:16][C:11]3[CH:10]=[C:9]([NH:8][C:39](=[O:40])[CH3:38])[CH:23]=[CH:22][C:12]=3[O:13][C:14]=2[CH:20]=1)(=[O:32])[CH3:31]. (3) Given the reactants [Cl:1][C:2]1[N:7]=[C:6]([N:8]2[CH2:12][CH:11]([CH2:13][CH3:14])[C:10]([CH:17]3[CH2:19][CH2:18]3)([C:15]#[N:16])[C:9]2=[O:20])[CH:5]=[CH:4][N:3]=1, predict the reaction product. The product is: [Cl:1][C:2]1[N:7]=[C:6]([N:8]2[CH2:12][C@H:11]([CH2:13][CH3:14])[C@@:10]([CH:17]3[CH2:19][CH2:18]3)([C:15]#[N:16])[C:9]2=[O:20])[CH:5]=[CH:4][N:3]=1. (4) Given the reactants [H-].[Na+].[Cl:3][C:4]1[CH:9]=[C:8]([C:10]2[NH:19][C:13]3[N:14]=[CH:15][NH:16][C:17](=[O:18])[C:12]=3[CH:11]=2)[CH:7]=[CH:6][N:5]=1.Cl[CH2:21][CH2:22][O:23][CH3:24].C([O-])(O)=O.[Na+], predict the reaction product. The product is: [Cl:3][C:4]1[CH:9]=[C:8]([C:10]2[NH:19][C:13]3[N:14]=[CH:15][N:16]([CH2:21][CH2:22][O:23][CH3:24])[C:17](=[O:18])[C:12]=3[CH:11]=2)[CH:7]=[CH:6][N:5]=1. (5) Given the reactants [Cl:1][C:2]1[CH:7]=[CH:6][C:5](SC)=[CH:4][CH:3]=1.N1C(=O)NC(=O)N[C:11]1=O.Cl[O-].[Na+].[S:22]([O-:25])([O-])=[O:23].[Na+].[Na+], predict the reaction product. The product is: [Cl:1][C:2]1[CH:7]=[CH:6][C:5]([S:22]([CH3:11])(=[O:25])=[O:23])=[CH:4][CH:3]=1. (6) Given the reactants [CH2:1]([C:3]1[C:11]2[N:10]3[CH:12]=[CH:13][CH:14]=[C:9]3[CH:8]=[N:7][C:6]=2[N:5](COCC[Si](C)(C)C)[C:4]=1[C:23]1[CH:28]=[CH:27][C:26]([C:29]2([CH3:34])OCC[O:30]2)=[CH:25][CH:24]=1)[CH3:2].Cl.C(O)(C(F)(F)F)=O.[NH4+].[OH-].C(=O)C, predict the reaction product. The product is: [CH2:1]([C:3]1[C:11]2[N:10]3[CH:12]=[CH:13][CH:14]=[C:9]3[CH:8]=[N:7][C:6]=2[NH:5][C:4]=1[C:23]1[CH:28]=[CH:27][C:26]([C:29](=[O:30])[CH3:34])=[CH:25][CH:24]=1)[CH3:2]. (7) The product is: [NH2:29][C@@H:30]([C:35]1[CH:36]=[C:37]([C:9]2[CH:27]=[CH:26][CH:25]=[C:11]([CH2:12][O:13][C:14]3[CH:19]=[CH:18][CH:17]=[CH:16][C:15]=3[CH2:20][C:21]([OH:23])=[O:22])[CH:10]=2)[CH:38]=[CH:39][CH:40]=1)[C:31]([OH:33])=[O:32]. Given the reactants CC1(C)C(C)(C)OB([C:9]2[CH:10]=[C:11]([CH:25]=[CH:26][CH:27]=2)[CH2:12][O:13][C:14]2[CH:19]=[CH:18][CH:17]=[CH:16][C:15]=2[CH2:20][C:21]([O:23]C)=[O:22])O1.[NH2:29][C@@H:30]([C:35]1[CH:40]=[CH:39][CH:38]=[C:37](Br)[CH:36]=1)[C:31]([O:33]C)=[O:32].[O-]P([O-])([O-])=O.[K+].[K+].[K+].Cl, predict the reaction product.